This data is from Full USPTO retrosynthesis dataset with 1.9M reactions from patents (1976-2016). The task is: Predict the reactants needed to synthesize the given product. (1) Given the product [NH2:1][C:2]([C:4]1[CH:5]=[N:6][C:7]2[C:12]([C:13]=1[NH:14][C:15]1[CH:16]=[C:17]([CH:23]=[CH:24][CH:25]=1)[C:18]([OH:20])=[O:19])=[CH:11][CH:10]=[C:9]([C:26]1[CH:27]=[N:28][CH:29]=[N:30][CH:31]=1)[CH:8]=2)=[O:3], predict the reactants needed to synthesize it. The reactants are: [NH2:1][C:2]([C:4]1[CH:5]=[N:6][C:7]2[C:12]([C:13]=1[NH:14][C:15]1[CH:16]=[C:17]([CH:23]=[CH:24][CH:25]=1)[C:18]([O:20]CC)=[O:19])=[CH:11][CH:10]=[C:9]([C:26]1[CH:27]=[N:28][CH:29]=[N:30][CH:31]=1)[CH:8]=2)=[O:3].[OH-].[Na+]. (2) Given the product [CH2:1]([O:8][C@H:9]1[C:10]2([CH2:12][CH2:11]2)[C@H:13]2[C@@H:14]([O:17][Si:26]([CH:36]([CH3:38])[CH3:37])([CH:39]([CH3:41])[CH3:40])[O:27][Si:28]([CH:32]([CH3:34])[CH3:33])([CH:29]([CH3:30])[CH3:31])[O:19][CH2:18]2)[C@H:15]1[OH:16])[C:2]1[CH:3]=[CH:4][CH:5]=[CH:6][CH:7]=1, predict the reactants needed to synthesize it. The reactants are: [CH2:1]([O:8][C@@H:9]1[C@H:15]([OH:16])[C@H:14]([OH:17])[C@@H:13]([CH2:18][OH:19])[C:10]21[CH2:12][CH2:11]2)[C:2]1[CH:7]=[CH:6][CH:5]=[CH:4][CH:3]=1.N1C=CN=C1.Cl[Si:26]([CH:39]([CH3:41])[CH3:40])([CH:36]([CH3:38])[CH3:37])[O:27][Si:28](Cl)([CH:32]([CH3:34])[CH3:33])[CH:29]([CH3:31])[CH3:30]. (3) Given the product [CH2:1]([O:3][C:4](=[O:22])[CH:5]([N:7]1[C:12]2[CH:13]=[C:14]([OH:17])[CH:15]=[CH:16][C:11]=2[O:10][CH2:9][C:8]1=[O:21])[CH3:6])[CH3:2], predict the reactants needed to synthesize it. The reactants are: [CH2:1]([O:3][C:4](=[O:22])[CH:5]([N:7]1[C:12]2[CH:13]=[C:14]([O:17]C(=O)C)[CH:15]=[CH:16][C:11]=2[O:10][CH2:9][C:8]1=[O:21])[CH3:6])[CH3:2].N1CCOCC1. (4) Given the product [CH:1]1([N:6]2[CH:10]=[C:9]([NH:11][C:12]([C:14]3[N:15]([CH3:22])[CH:16]=[C:17]([NH:19][CH:41]=[O:43])[CH:18]=3)=[O:13])[CH:8]=[C:7]2[C:23]([NH:25][C:26]2[CH:30]=[C:29]([C:31]([NH:33][CH2:34][CH2:35][CH2:36][N:37]([CH3:39])[CH3:38])=[O:32])[N:28]([CH3:40])[CH:27]=2)=[O:24])[CH2:5][CH2:4][CH2:3][CH2:2]1, predict the reactants needed to synthesize it. The reactants are: [CH:1]1([N:6]2[CH:10]=[C:9]([NH:11][C:12]([C:14]3[N:15]([CH3:22])[CH:16]=[C:17]([N+:19]([O-])=O)[CH:18]=3)=[O:13])[CH:8]=[C:7]2[C:23]([NH:25][C:26]2[CH:30]=[C:29]([C:31]([NH:33][CH2:34][CH2:35][CH2:36][N:37]([CH3:39])[CH3:38])=[O:32])[N:28]([CH3:40])[CH:27]=2)=[O:24])[CH2:5][CH2:4][CH2:3][CH2:2]1.[CH2:41]([OH:43])C. (5) Given the product [CH3:30][O:31][C:32]1[CH:33]=[C:34](/[C:35](=[CH:28]/[C:26]2[S:27][C:23]([N:20]3[CH2:19][CH2:18][CH:17]([OH:16])[CH2:22][CH2:21]3)=[CH:24][CH:25]=2)/[C:36]#[N:37])[CH:38]=[CH:39][C:40]=1[O:41][CH3:42], predict the reactants needed to synthesize it. The reactants are: OC1CCNCC1.BrC1SC(C=O)=CC=1.[OH:16][CH:17]1[CH2:22][CH2:21][N:20]([C:23]2[S:27][C:26]([CH:28]=O)=[CH:25][CH:24]=2)[CH2:19][CH2:18]1.[CH3:30][O:31][C:32]1[CH:33]=[C:34]([CH:38]=[CH:39][C:40]=1[O:41][CH3:42])[CH2:35][C:36]#[N:37]. (6) Given the product [OH:3][CH2:7][C:8]1[NH:17][C:16](=[O:18])[C:15]2[C:10](=[CH:11][C:12]3[CH2:21][CH2:20][CH2:19][C:13]=3[CH:14]=2)[N:9]=1, predict the reactants needed to synthesize it. The reactants are: C([O-])(=[O:3])C.[Cs+].Cl[CH2:7][C:8]1[NH:17][C:16](=[O:18])[C:15]2[C:10](=[CH:11][C:12]3[CH2:21][CH2:20][CH2:19][C:13]=3[CH:14]=2)[N:9]=1. (7) Given the product [OH:2][C@H:3]([C:14]1[C:15]([CH3:24])=[C:16]2[C:20](=[CH:21][CH:22]=1)[C:19](=[O:23])[O:18][CH2:17]2)[CH2:4][N:5]1[CH2:9][CH2:8][C:7]2([N:5]([S:36]([C:33]3[CH:34]=[CH:35][C:30]([N:25]4[CH:29]=[N:28][N:27]=[N:26]4)=[CH:31][CH:32]=3)(=[O:38])=[O:37])[CH2:4][CH2:3][CH2:14]2)[CH2:6]1, predict the reactants needed to synthesize it. The reactants are: Cl.[OH:2][C@H:3]([C:14]1[C:15]([CH3:24])=[C:16]2[C:20](=[CH:21][CH:22]=1)[C:19](=[O:23])[O:18][CH2:17]2)[CH2:4][N:5]1[C:9]2(CCNC2)[CH2:8][CH2:7][CH2:6]1.[N:25]1([C:30]2[CH:35]=[CH:34][C:33]([S:36](Cl)(=[O:38])=[O:37])=[CH:32][CH:31]=2)[CH:29]=[N:28][N:27]=[N:26]1. (8) Given the product [Cl:61][C:62]1[CH:67]=[CH:66][C:65]([CH2:68][CH2:69][NH:70][C:18]([C:17]2[CH:21]=[CH:22][C:14]([O:13][C:12]3[CH:11]=[C:10]4[C:5]([CH:6]([C:24]([O:26][CH3:27])=[O:25])[CH2:7][CH2:8][O:9]4)=[CH:4][C:3]=3[C:1]#[N:2])=[C:15]([CH3:23])[CH:16]=2)=[O:20])=[CH:64][CH:63]=1, predict the reactants needed to synthesize it. The reactants are: [C:1]([C:3]1[CH:4]=[C:5]2[C:10](=[CH:11][C:12]=1[O:13][C:14]1[CH:22]=[CH:21][C:17]([C:18]([OH:20])=O)=[CH:16][C:15]=1[CH3:23])[O:9][CH2:8][CH2:7][CH:6]2[C:24]([O:26][CH3:27])=[O:25])#[N:2].C(N(C(C)C)C(C)C)C.CN(C(ON1N=NC2C=CC=CC1=2)=[N+](C)C)C.F[P-](F)(F)(F)(F)F.[Cl:61][C:62]1[CH:67]=[CH:66][C:65]([CH2:68][CH2:69][NH2:70])=[CH:64][CH:63]=1.Cl.